From a dataset of Catalyst prediction with 721,799 reactions and 888 catalyst types from USPTO. Predict which catalyst facilitates the given reaction. (1) Reactant: [Br:1][C:2]1[CH:3]=[CH:4][C:5]2S[CH:8]=[CH:7][C:6]=2[CH:10]=1.C1C=C(Cl)C=C(C(OO)=O)C=1.[S:22]([O-:26])([O-])(=[O:24])=S.[Na+].[Na+]. Product: [Br:1][C:2]1[CH:3]=[CH:4][C:5]2[S:22](=[O:26])(=[O:24])[CH:8]=[CH:7][C:6]=2[CH:10]=1. The catalyst class is: 22. (2) The catalyst class is: 81. Reactant: CC(C[AlH]CC(C)C)C.ClCCl.[CH2:13]([O:19][C:20]1[C:25]([CH:26]([CH3:28])[CH3:27])=[CH:24][C:23]([CH:29]([CH3:31])[CH3:30])=[CH:22][C:21]=1/[C:32](/[CH3:36])=[CH:33]\[C:34]#N)[CH2:14][CH2:15][CH2:16][CH2:17][CH3:18].C(C(C(C([O-])=O)O)O)([O-])=[O:38].[K+].[Na+]. Product: [CH2:13]([O:19][C:20]1[C:25]([CH:26]([CH3:28])[CH3:27])=[CH:24][C:23]([CH:29]([CH3:31])[CH3:30])=[CH:22][C:21]=1/[C:32](/[CH3:36])=[CH:33]\[CH:34]=[O:38])[CH2:14][CH2:15][CH2:16][CH2:17][CH3:18]. (3) Reactant: CC(C[AlH]CC(C)C)C.[N+:10]([C:13]1[CH:22]=[C:21]2[C:16]([CH:17]=[C:18]([C:28](OC)=[O:29])[C:19]([C:23]3[CH:27]=[CH:26][S:25][CH:24]=3)=[N:20]2)=[CH:15][CH:14]=1)([O-:12])=[O:11].C(Cl)Cl.Cl. Product: [N+:10]([C:13]1[CH:22]=[C:21]2[C:16]([CH:17]=[C:18]([CH2:28][OH:29])[C:19]([C:23]3[CH:27]=[CH:26][S:25][CH:24]=3)=[N:20]2)=[CH:15][CH:14]=1)([O-:12])=[O:11]. The catalyst class is: 133. (4) Product: [Cl:1][C:2]1[C:3]([NH:20][C:21]2[CH:25]=[C:24]([CH:26]3[CH2:28][CH2:27]3)[NH:23][N:22]=2)=[N:4][C:5]([C:8]2[S:12][C:11]([C:13](=[O:19])[C:14]([O:16][CH2:17][CH3:18])=[O:15])=[CH:10][CH:9]=2)=[N:6][CH:7]=1. The catalyst class is: 148. Reactant: [Cl:1][C:2]1[C:3]([NH:20][C:21]2[CH:25]=[C:24]([CH:26]3[CH2:28][CH2:27]3)[NH:23][N:22]=2)=[N:4][C:5]([C:8]2[S:12][C:11]([CH:13]([OH:19])[C:14]([O:16][CH2:17][CH3:18])=[O:15])=[CH:10][CH:9]=2)=[N:6][CH:7]=1. (5) Reactant: CO[C:3](=[O:21])[C:4]1[CH:9]=[CH:8][CH:7]=[CH:6][C:5]=1[NH:10][C:11](=[O:20])[CH:12]([C:14]1[CH:19]=[CH:18][CH:17]=[CH:16][CH:15]=1)[CH3:13].[Li+].C[Si]([N-][Si](C)(C)C)(C)C. Product: [CH3:13][C:12]1([C:14]2[CH:15]=[CH:16][CH:17]=[CH:18][CH:19]=2)[C:3](=[O:21])[C:4]2[C:5](=[CH:6][CH:7]=[CH:8][CH:9]=2)[NH:10][C:11]1=[O:20]. The catalyst class is: 25. (6) Reactant: [F:1][C:2]1[CH:3]=[C:4]([C:9]2([OH:14])[CH2:13][CH2:12][NH:11][CH2:10]2)[CH:5]=[C:6]([F:8])[CH:7]=1.[CH2:15]=O. Product: [F:1][C:2]1[CH:3]=[C:4]([C:9]2([OH:14])[CH2:13][CH2:12][N:11]([CH3:15])[CH2:10]2)[CH:5]=[C:6]([F:8])[CH:7]=1. The catalyst class is: 106. (7) Reactant: [O:1]=[CH:2][C@@H:3]([C@H:5]([C@@H:7]([C@@H:9]([CH2:11][OH:12])[OH:10])[OH:8])[OH:6])[OH:4].NC(OCC)=O.C[C@H]1[C@](O)(C(CO)=O)[C@]2(C)[C@H]([C@H]3[C@](F)([C@@H](O)C2)[C@]2(C)C(=CC(C=C2)=O)CC3)C1.[CH2:47]([OH:56])[CH:48]([O:51][P:52]([OH:55])([OH:54])=[O:53])[CH2:49][OH:50].O=C1O[C@H]([C@H](CO)O)C(O)=C1O. Product: [O:1]=[C:2]1[O:8][C@H:7]([C@H:9]([CH2:11][OH:12])[OH:10])[C:5]([OH:6])=[C:3]1[OH:4].[CH2:47]([OH:56])[CH:48]([O:51][P:52]([OH:55])([OH:54])=[O:53])[CH2:49][OH:50]. The catalyst class is: 374.